This data is from NCI-60 drug combinations with 297,098 pairs across 59 cell lines. The task is: Regression. Given two drug SMILES strings and cell line genomic features, predict the synergy score measuring deviation from expected non-interaction effect. (1) Drug 1: CCN(CC)CCNC(=O)C1=C(NC(=C1C)C=C2C3=C(C=CC(=C3)F)NC2=O)C. Drug 2: C(CN)CNCCSP(=O)(O)O. Cell line: BT-549. Synergy scores: CSS=4.00, Synergy_ZIP=1.28, Synergy_Bliss=1.91, Synergy_Loewe=2.98, Synergy_HSA=0.840. (2) Drug 1: C1CCC(C1)C(CC#N)N2C=C(C=N2)C3=C4C=CNC4=NC=N3. Drug 2: C1=CC=C(C(=C1)C(C2=CC=C(C=C2)Cl)C(Cl)Cl)Cl. Cell line: 786-0. Synergy scores: CSS=8.50, Synergy_ZIP=-1.52, Synergy_Bliss=2.57, Synergy_Loewe=-0.642, Synergy_HSA=2.67. (3) Drug 1: C1CCC(CC1)NC(=O)N(CCCl)N=O. Drug 2: CC1=C(N=C(N=C1N)C(CC(=O)N)NCC(C(=O)N)N)C(=O)NC(C(C2=CN=CN2)OC3C(C(C(C(O3)CO)O)O)OC4C(C(C(C(O4)CO)O)OC(=O)N)O)C(=O)NC(C)C(C(C)C(=O)NC(C(C)O)C(=O)NCCC5=NC(=CS5)C6=NC(=CS6)C(=O)NCCC[S+](C)C)O. Cell line: NCIH23. Synergy scores: CSS=16.6, Synergy_ZIP=-9.90, Synergy_Bliss=0.923, Synergy_Loewe=2.61, Synergy_HSA=4.57. (4) Drug 1: CC1=C(C=C(C=C1)NC2=NC=CC(=N2)N(C)C3=CC4=NN(C(=C4C=C3)C)C)S(=O)(=O)N.Cl. Drug 2: C1=NNC2=C1C(=O)NC=N2. Cell line: HCT116. Synergy scores: CSS=-2.69, Synergy_ZIP=1.24, Synergy_Bliss=-0.841, Synergy_Loewe=-2.06, Synergy_HSA=-2.13. (5) Drug 1: CS(=O)(=O)CCNCC1=CC=C(O1)C2=CC3=C(C=C2)N=CN=C3NC4=CC(=C(C=C4)OCC5=CC(=CC=C5)F)Cl. Drug 2: CCC1(C2=C(COC1=O)C(=O)N3CC4=CC5=C(C=CC(=C5CN(C)C)O)N=C4C3=C2)O.Cl. Cell line: MDA-MB-435. Synergy scores: CSS=2.37, Synergy_ZIP=0.988, Synergy_Bliss=5.37, Synergy_Loewe=-16.4, Synergy_HSA=-2.40. (6) Drug 1: C1=CC(=CC=C1CCC2=CNC3=C2C(=O)NC(=N3)N)C(=O)NC(CCC(=O)O)C(=O)O. Drug 2: CC12CCC3C(C1CCC2O)C(CC4=C3C=CC(=C4)O)CCCCCCCCCS(=O)CCCC(C(F)(F)F)(F)F. Cell line: 786-0. Synergy scores: CSS=16.0, Synergy_ZIP=-6.40, Synergy_Bliss=-2.94, Synergy_Loewe=-12.7, Synergy_HSA=-3.92.